From a dataset of Catalyst prediction with 721,799 reactions and 888 catalyst types from USPTO. Predict which catalyst facilitates the given reaction. (1) Reactant: [F:1][C:2]([F:8])([F:7])[CH2:3][CH2:4][CH:5]=[O:6].[Br:9]Br. Product: [Br:9][CH:4]([CH2:3][C:2]([F:8])([F:7])[F:1])[CH:5]=[O:6]. The catalyst class is: 27. (2) Reactant: [CH:1]([C:3]1[C:4]([F:13])=[C:5]([C:8]([O:11][CH3:12])=[CH:9][CH:10]=1)[C:6]#[N:7])=[CH2:2].C1C=C(Cl)C=C(C(OO)=[O:22])C=1. Product: [F:13][C:4]1[C:3]([CH:1]2[CH2:2][O:22]2)=[CH:10][CH:9]=[C:8]([O:11][CH3:12])[C:5]=1[C:6]#[N:7]. The catalyst class is: 2. (3) Reactant: [Cl:1][C:2]1[CH:3]=[N:4][C:5]([N:8]2[CH2:13][CH2:12][CH:11]([CH:14]3[CH2:16][CH:15]3[CH2:17][CH2:18][NH2:19])[CH2:10][CH2:9]2)=[N:6][CH:7]=1.F[C:21]1[CH:26]=[CH:25][C:24]([S:27]([CH3:30])(=[O:29])=[O:28])=[CH:23][CH:22]=1.C1CCN2C(=NCCC2)CC1. Product: [Cl:1][C:2]1[CH:3]=[N:4][C:5]([N:8]2[CH2:13][CH2:12][CH:11]([CH:14]3[CH2:16][CH:15]3[CH2:17][CH2:18][NH:19][C:21]3[CH:26]=[CH:25][C:24]([S:27]([CH3:30])(=[O:29])=[O:28])=[CH:23][CH:22]=3)[CH2:10][CH2:9]2)=[N:6][CH:7]=1. The catalyst class is: 179. (4) Reactant: [C:1]([C:3]1[O:4][C:5]2[CH:11]=[CH:10][C:9]([N:12]3[CH2:17][CH2:16][N:15](C(OC(C)(C)C)=O)[CH2:14][CH2:13]3)=[CH:8][C:6]=2[CH:7]=1)#[N:2].C(Cl)[Cl:26]. Product: [Cl-:26].[C:1]([C:3]1[O:4][C:5]2[CH:11]=[CH:10][C:9]([N:12]3[CH2:17][CH2:16][NH2+:15][CH2:14][CH2:13]3)=[CH:8][C:6]=2[CH:7]=1)#[N:2]. The catalyst class is: 25.